From a dataset of Forward reaction prediction with 1.9M reactions from USPTO patents (1976-2016). Predict the product of the given reaction. (1) The product is: [NH2:1][C:4]1[CH:5]=[N:6][N:7]([CH2:9][CH2:10][C:11]([N:13]2[CH2:18][CH2:17][CH2:16][CH2:15][CH2:14]2)=[O:12])[CH:8]=1. Given the reactants [N+:1]([C:4]1[CH:5]=[N:6][N:7]([CH2:9][CH2:10][C:11]([N:13]2[CH2:18][CH2:17][CH2:16][CH2:15][CH2:14]2)=[O:12])[CH:8]=1)([O-])=O, predict the reaction product. (2) The product is: [F:8][C:4]1[N:3]=[C:2]([C:9]2([C:13]#[N:14])[CH2:12][CH2:11][CH2:10]2)[CH:7]=[CH:6][CH:5]=1. Given the reactants F[C:2]1[CH:7]=[CH:6][CH:5]=[C:4]([F:8])[N:3]=1.[CH:9]1([C:13]#[N:14])[CH2:12][CH2:11][CH2:10]1.C1(C)C=CC=CC=1.C[Si](C)(C)[N-][Si](C)(C)C.[Na+], predict the reaction product. (3) Given the reactants S(Cl)(Cl)=O.[O:5]=[C:6]1[C:15]2[C:10](=[CH:11][C:12]([C:16]3[CH:24]=[CH:23][C:19]([C:20](O)=[O:21])=[CH:18][CH:17]=3)=[CH:13][CH:14]=2)[CH2:9][CH2:8][N:7]1[CH2:25][CH2:26][N:27]1[CH2:31][CH2:30][CH2:29][CH2:28]1.[CH:32]1([NH2:37])[CH2:36][CH2:35][CH2:34][CH2:33]1, predict the reaction product. The product is: [CH:32]1([NH:37][C:20](=[O:21])[C:19]2[CH:18]=[CH:17][C:16]([C:12]3[CH:11]=[C:10]4[C:15](=[CH:14][CH:13]=3)[C:6](=[O:5])[N:7]([CH2:25][CH2:26][N:27]3[CH2:31][CH2:30][CH2:29][CH2:28]3)[CH2:8][CH2:9]4)=[CH:24][CH:23]=2)[CH2:36][CH2:35][CH2:34][CH2:33]1.